The task is: Regression. Given two drug SMILES strings and cell line genomic features, predict the synergy score measuring deviation from expected non-interaction effect.. This data is from NCI-60 drug combinations with 297,098 pairs across 59 cell lines. Drug 1: CN(C)N=NC1=C(NC=N1)C(=O)N. Drug 2: CC1=C(C(CCC1)(C)C)C=CC(=CC=CC(=CC(=O)O)C)C. Cell line: HT29. Synergy scores: CSS=10.9, Synergy_ZIP=1.00, Synergy_Bliss=4.20, Synergy_Loewe=5.75, Synergy_HSA=5.86.